Dataset: Reaction yield outcomes from USPTO patents with 853,638 reactions. Task: Predict the reaction yield, written as a fraction of the theoretical maximum amount of product (1.0 means a 100% yield; for example, 0.34 means a 34% yield). The yield is 0.800. The catalyst is C(Cl)(Cl)(Cl)Cl. The reactants are [C:1]([O:9][CH2:10][CH3:11])(=[O:8])[CH2:2][C:3]([O:5][CH2:6][CH3:7])=[O:4].[Br:12]Br.Br. The product is [Br:12][CH:2]([C:3]([O:5][CH2:6][CH3:7])=[O:4])[C:1]([O:9][CH2:10][CH3:11])=[O:8].